From a dataset of Full USPTO retrosynthesis dataset with 1.9M reactions from patents (1976-2016). Predict the reactants needed to synthesize the given product. Given the product [NH2:18][C:13]1[CH:12]=[C:11]([CH:16]=[CH:15][C:14]=1[OH:17])[C:10]([NH:9][C:4]1[CH:5]=[CH:6][C:7]([CH3:8])=[C:2]([CH3:1])[CH:3]=1)=[O:21], predict the reactants needed to synthesize it. The reactants are: [CH3:1][C:2]1[CH:3]=[C:4]([NH:9][C:10](=[O:21])[C:11]2[CH:16]=[CH:15][C:14]([OH:17])=[C:13]([N+:18]([O-])=O)[CH:12]=2)[CH:5]=[CH:6][C:7]=1[CH3:8].